Task: Regression. Given a target protein amino acid sequence and a drug SMILES string, predict the binding affinity score between them. We predict pIC50 (pIC50 = -log10(IC50 in M); higher means more potent). Dataset: bindingdb_ic50.. Dataset: Drug-target binding data from BindingDB using IC50 measurements (1) The small molecule is C=CCC1(O)C(C2C(=O)Nc3ccc(S(=O)(=O)N(C)CCN(C)C)cc32)=Nc2ccccc21. The target protein (P21583) has sequence MKKTQTWILTCIYLQLLLFNPLVKTEGICRNRVTNNVKDVTKLVANLPKDYMITLKYVPGMDVLPSHCWISEMVVQLSDSLTDLLDKFSNISEGLSNYSIIDKLVNIVDDLVECVKENSSKDLKKSFKSPEPRLFTPEEFFRIFNRSIDAFKDFVVASETSDCVVSSTLSPEKDSRVSVTKPFMLPPVAASSLRNDSSSSNRKAKNPPGDSSLHWAAMALPALFSLIIGFAFGALYWKKRQPSLTRAVENIQINEEDNEISMLQEKEREFQEV. The pIC50 is 5.0. (2) The drug is CCCCNc1ncc(C(=O)Nc2ccc(CN3CCN(C)CC3)cc2)c(N[C@H]2CC[C@H](O)CC2)n1. The target protein sequence is MAPSLSPGPAALRRAPQLLLLLLAAECALAALLPAREATQFLRPRQRRAFQVFEEAKQGHLERECVEELCSREEAREVFENDPETDYFYPRYLDCINKYGSPYTKNSGFATCVQNLPDQCTPNPCDRKGTQACQDLMGNFFCLCKAGWGGRLCDKDVNECSQENGGCLQICHNKPGSFHCSCHSGFELSSDGRTCQDIDECADSEACGEARCKNLPGSYSCLCDEGFAYSSQEKACRDVDECLQGRCEQVCVNSPGSYTCHCDGRGGLKLSQDMDTCELEAGWPCPRHRRDGSPAARPGRGAQGSRSEGHIPDRRGPRPWQDILPCVPFSVAKSVKSLYLGRMFSGTPVIRLRFKRLQPTRLVAEFDFRTFDPEGILLFAGGHQDSTWIVLALRAGRLELQLRYNGVGRVTSSGPVINHGMWQTISVEELARNLVIKVNRDAVMKIAVAGDLFQPERGLYHLNLTVGGIPFHEKDLVQPINPRLDGCMRSWNWLNGEDTT.... The pIC50 is 6.9.